This data is from Forward reaction prediction with 1.9M reactions from USPTO patents (1976-2016). The task is: Predict the product of the given reaction. (1) Given the reactants N[C:2]1[N:6]([C:7]2[CH:8]=[C:9]3[C:13](=[CH:14][CH:15]=2)[N:12]([C:16]([O:18][C:19]([CH3:22])([CH3:21])[CH3:20])=[O:17])[N:11]=[CH:10]3)[N:5]=[C:4]([C:23]([CH3:26])([CH3:25])[CH3:24])[CH:3]=1.[C:27](Cl)([O:29][CH2:30][C:31]([Cl:34])([Cl:33])[Cl:32])=[O:28].C([O-])(O)=O.[Na+], predict the reaction product. The product is: [C:23]([C:4]1[CH:3]=[C:2]([C:27]([O:29][CH2:30][C:31]([Cl:34])([Cl:33])[Cl:32])=[O:28])[N:6]([C:7]2[CH:8]=[C:9]3[C:13](=[CH:14][CH:15]=2)[N:12]([C:16]([O:18][C:19]([CH3:22])([CH3:20])[CH3:21])=[O:17])[N:11]=[CH:10]3)[N:5]=1)([CH3:26])([CH3:25])[CH3:24]. (2) Given the reactants [C:1]1([C:7]2[CH:14]=[CH:13][C:10]([CH2:11]O)=[CH:9][CH:8]=2)[CH:6]=[CH:5][CH:4]=[CH:3][CH:2]=1.P(Br)(Br)[Br:16], predict the reaction product. The product is: [C:1]1([C:7]2[CH:14]=[CH:13][C:10]([CH2:11][Br:16])=[CH:9][CH:8]=2)[CH:6]=[CH:5][CH:4]=[CH:3][CH:2]=1. (3) Given the reactants [C:1]([CH2:3][C:4]1([CH2:17][CH3:18])[CH2:9][CH2:8][N:7]([C:10]([O:12][C:13]([CH3:16])([CH3:15])[CH3:14])=[O:11])[CH2:6][CH2:5]1)#[N:2], predict the reaction product. The product is: [NH2:2][CH2:1][CH2:3][C:4]1([CH2:17][CH3:18])[CH2:5][CH2:6][N:7]([C:10]([O:12][C:13]([CH3:15])([CH3:14])[CH3:16])=[O:11])[CH2:8][CH2:9]1. (4) Given the reactants II.C(O)(=O)C.[Br:7][C:8]1[CH:13]=[C:12]([S:14](Cl)(=O)=O)[CH:11]=[CH:10][C:9]=1[O:18][S:19]([CH3:22])(=[O:21])=[O:20], predict the reaction product. The product is: [CH3:22][S:19]([O:18][C:9]1[CH:10]=[CH:11][C:12]([SH:14])=[CH:13][C:8]=1[Br:7])(=[O:20])=[O:21]. (5) Given the reactants [Cl:1][C:2]1[C:3]([NH:26][C:27]2[CH:32]=[CH:31][CH:30]=[CH:29][C:28]=2[S:33]([CH:36]([F:38])[F:37])(=[O:35])=[O:34])=[N:4][C:5]([NH:8][C:9]2[CH:14]=[C:13]([CH3:15])[C:12]([CH:16]3[CH2:21][CH2:20][NH:19][CH2:18][CH2:17]3)=[CH:11][C:10]=2[O:22][CH:23]([CH3:25])[CH3:24])=[N:6][CH:7]=1.Cl.[NH:40]1[CH2:44][CH2:43][CH2:42][C@H:41]1[C:45](Cl)=[O:46], predict the reaction product. The product is: [Cl:1][C:2]1[C:3]([NH:26][C:27]2[CH:32]=[CH:31][CH:30]=[CH:29][C:28]=2[S:33]([CH:36]([F:38])[F:37])(=[O:34])=[O:35])=[N:4][C:5]([NH:8][C:9]2[C:10]([O:22][CH:23]([CH3:24])[CH3:25])=[CH:11][C:12]([CH:16]3[CH2:17][CH2:18][N:19]([C:45]([C@@H:41]4[CH2:42][CH2:43][CH2:44][NH:40]4)=[O:46])[CH2:20][CH2:21]3)=[C:13]([CH3:15])[CH:14]=2)=[N:6][CH:7]=1. (6) Given the reactants [CH3:1][O:2][C:3](=[O:10])[C@@H:4]1[CH2:8][CH:7]([CH3:9])[CH2:6][NH:5]1.C(=O)([O-])O.[Na+].Cl[C:17]([O:19][CH2:20][C:21]1[CH:26]=[CH:25][CH:24]=[CH:23][CH:22]=1)=[O:18], predict the reaction product. The product is: [CH3:1][O:2][C:3](=[O:10])[C@@H:4]1[CH2:8][CH:7]([CH3:9])[CH2:6][N:5]1[C:17]([O:19][CH2:20][C:21]1[CH:26]=[CH:25][CH:24]=[CH:23][CH:22]=1)=[O:18]. (7) Given the reactants [NH2:1][C:2]1[CH:7]=[C:6]([N+:8]([O-:10])=[O:9])[CH:5]=[CH:4][C:3]=1[OH:11].Cl.C(=O)([O-])[O-].[Cs+].[Cs+].[CH3:19][N:20]([CH3:24])[CH2:21][CH2:22]Cl, predict the reaction product. The product is: [CH3:19][N:20]([CH3:24])[CH2:21][CH2:22][O:11][C:3]1[CH:4]=[CH:5][C:6]([N+:8]([O-:10])=[O:9])=[CH:7][C:2]=1[NH2:1]. (8) Given the reactants [Br:1][C:2]1[CH:7]=[CH:6][CH:5]=[C:4](I)[CH:3]=1.[CH3:9][S:10]([CH3:13])(=[NH:12])=[O:11].C([O-])([O-])=O.[Cs+].[Cs+], predict the reaction product. The product is: [Br:1][C:2]1[CH:3]=[C:4]([N:12]=[S:10]([CH3:13])([CH3:9])=[O:11])[CH:5]=[CH:6][CH:7]=1. (9) Given the reactants [NH2:1][C@@H:2]1[C:16](=[O:17])[N:15]2[CH2:18][C@H:19]([O:21][C:22]3[C:23]4[S:36][CH:35]=[CH:34][C:24]=4[N:25]=[C:26]([C:28]4[N:32]([CH3:33])[N:31]=[CH:30][CH:29]=4)[N:27]=3)[CH2:20][C@H:14]2[C:13](=[O:37])[NH:12][C@:11]2([C:39]([O:41][CH3:42])=[O:40])[CH2:38][C@H:10]2[CH:9]=[CH:8][CH2:7][CH2:6][CH2:5][CH2:4][CH2:3]1.[CH:43]1([CH2:48][C:49](O)=[O:50])[CH2:47][CH2:46][CH2:45][CH2:44]1, predict the reaction product. The product is: [CH:43]1([CH2:48][C:49]([NH:1][C@@H:2]2[C:16](=[O:17])[N:15]3[CH2:18][C@H:19]([O:21][C:22]4[C:23]5[S:36][CH:35]=[CH:34][C:24]=5[N:25]=[C:26]([C:28]5[N:32]([CH3:33])[N:31]=[CH:30][CH:29]=5)[N:27]=4)[CH2:20][C@H:14]3[C:13](=[O:37])[NH:12][C@:11]3([C:39]([O:41][CH3:42])=[O:40])[CH2:38][C@H:10]3[CH:9]=[CH:8][CH2:7][CH2:6][CH2:5][CH2:4][CH2:3]2)=[O:50])[CH2:47][CH2:46][CH2:45][CH2:44]1.